Task: Regression/Classification. Given a drug SMILES string, predict its absorption, distribution, metabolism, or excretion properties. Task type varies by dataset: regression for continuous measurements (e.g., permeability, clearance, half-life) or binary classification for categorical outcomes (e.g., BBB penetration, CYP inhibition). Dataset: cyp1a2_veith.. Dataset: CYP1A2 inhibition data for predicting drug metabolism from PubChem BioAssay (1) The compound is COc1ccc(Oc2coc3cc(OC(=O)c4cccs4)ccc3c2=O)cc1. The result is 1 (inhibitor). (2) The drug is O=C(c1ccco1)N1CCC2(CCCN(c3ncccn3)C2)CC1. The result is 0 (non-inhibitor). (3) The molecule is Nc1nc2c(c(=O)[nH]1)N(C=O)[C@H](CNc1ccc(C(=O)N[C@@H](CCC(=O)[O-])C(=O)[O-])cc1)CN2.[Ca+2]. The result is 0 (non-inhibitor). (4) The molecule is Cc1ccc(C(=O)CNc2nc3c(c(=O)[nH]c(=O)n3C)n2Cc2ccccc2)cc1. The result is 0 (non-inhibitor). (5) The compound is c1ccc2c(Nc3ccncc3)nc(-c3ccc4c(c3)OCO4)nc2c1. The result is 1 (inhibitor). (6) The molecule is Cc1cccc(NC(=O)c2onc3c2CCCC3)c1C. The result is 1 (inhibitor).